From a dataset of Catalyst prediction with 721,799 reactions and 888 catalyst types from USPTO. Predict which catalyst facilitates the given reaction. Product: [F:1][C:2]1[CH:7]=[CH:6][C:5]([F:8])=[CH:4][C:3]=1[C:9]1[N:13]=[C:12]([C@H:14]([NH:19][C:20](=[O:26])[O:21][C:22]([CH3:25])([CH3:24])[CH3:23])[C:15]([CH3:18])([CH3:17])[CH3:16])[N:11]([CH2:37][C:36]2[CH:39]=[CH:40][CH:41]=[C:34]([F:33])[CH:35]=2)[N:10]=1. Reactant: [F:1][C:2]1[CH:7]=[CH:6][C:5]([F:8])=[CH:4][C:3]=1[C:9]1[N:13]=[C:12]([C@H:14]([NH:19][C:20](=[O:26])[O:21][C:22]([CH3:25])([CH3:24])[CH3:23])[C:15]([CH3:18])([CH3:17])[CH3:16])[NH:11][N:10]=1.C([O-])([O-])=O.[Cs+].[Cs+].[F:33][C:34]1[CH:35]=[C:36]([CH:39]=[CH:40][CH:41]=1)[CH2:37]Br. The catalyst class is: 3.